This data is from Forward reaction prediction with 1.9M reactions from USPTO patents (1976-2016). The task is: Predict the product of the given reaction. (1) Given the reactants Br[C:2]1[N:3]=[C:4]2[C:10]([C:11]([C:13]3([CH3:20])[CH2:18][CH2:17][CH2:16][CH:15]([CH3:19])[CH2:14]3)=[O:12])=[CH:9][NH:8][C:5]2=[N:6][CH:7]=1.[CH3:21][O:22][C:23]1[CH:24]=[C:25](B(O)O)[CH:26]=[C:27]([O:31][CH3:32])[C:28]=1[O:29][CH3:30], predict the reaction product. The product is: [CH3:20][C:13]1([C:11]([C:10]2[C:4]3[C:5](=[N:6][CH:7]=[C:2]([C:25]4[CH:26]=[C:27]([O:31][CH3:32])[C:28]([O:29][CH3:30])=[C:23]([O:22][CH3:21])[CH:24]=4)[N:3]=3)[NH:8][CH:9]=2)=[O:12])[CH2:18][CH2:17][CH2:16][CH:15]([CH3:19])[CH2:14]1. (2) Given the reactants [F:1][C:2]([F:16])([F:15])[C:3]1[CH:4]=[C:5]2[CH:11]=[C:10]([C:12]([OH:14])=[O:13])[NH:9][C:6]2=[N:7][CH:8]=1.S(=O)(=O)(O)O.[CH2:22](O)[CH3:23], predict the reaction product. The product is: [F:16][C:2]([F:1])([F:15])[C:3]1[CH:4]=[C:5]2[CH:11]=[C:10]([C:12]([O:14][CH2:22][CH3:23])=[O:13])[NH:9][C:6]2=[N:7][CH:8]=1. (3) Given the reactants [CH:1]1([N:7]([C@H:21]2[CH2:26][CH2:25][C@H:24]([O:27][CH2:28][CH:29]([CH3:31])[CH3:30])[CH2:23][CH2:22]2)[C:8](=[O:20])[NH:9][C:10]2[S:11][C:12]([S:15]CC(O)=O)=[CH:13][N:14]=2)[CH2:6][CH2:5][CH2:4][CH2:3][CH2:2]1.C([O:34][C:35](=[O:45])[CH:36](SC1SC(N)=NC=1)[CH3:37])C, predict the reaction product. The product is: [CH:1]1([N:7]([C@H:21]2[CH2:22][CH2:23][C@H:24]([O:27][CH2:28][CH:29]([CH3:30])[CH3:31])[CH2:25][CH2:26]2)[C:8](=[O:20])[NH:9][C:10]2[S:11][C:12]([S:15][CH2:37][CH2:36][C:35]([OH:45])=[O:34])=[CH:13][N:14]=2)[CH2:2][CH2:3][CH2:4][CH2:5][CH2:6]1. (4) Given the reactants [F:1][C:2]1[CH:3]=[C:4]([C:8]#[C:9][C:10]2[CH:23]=[CH:22][N:13]3[C:14](=[O:21])[C:15]([C:18](O)=[O:19])=[CH:16][N:17]=[C:12]3[CH:11]=2)[CH:5]=[CH:6][CH:7]=1.C(Cl)(=O)C([Cl:27])=O, predict the reaction product. The product is: [F:1][C:2]1[CH:3]=[C:4]([C:8]#[C:9][C:10]2[CH:23]=[CH:22][N:13]3[C:14](=[O:21])[C:15]([C:18]([Cl:27])=[O:19])=[CH:16][N:17]=[C:12]3[CH:11]=2)[CH:5]=[CH:6][CH:7]=1. (5) Given the reactants [NH2:1][C:2]1[S:6][C:5]2[CH:7]=[CH:8][CH:9]=[CH:10][C:4]=2[C:3]=1[C:11]([C:13]1[CH:18]=[CH:17][CH:16]=[CH:15][CH:14]=1)=O.[F:19][C:20]([F:28])([F:27])[C:21](=[O:26])[CH2:22][C:23](=O)[CH3:24], predict the reaction product. The product is: [F:19][C:20]([F:28])([F:27])[C:21]([C:22]1[C:11]([C:13]2[CH:18]=[CH:17][CH:16]=[CH:15][CH:14]=2)=[C:3]2[C:4]3[CH:10]=[CH:9][CH:8]=[CH:7][C:5]=3[S:6][C:2]2=[N:1][C:23]=1[CH3:24])=[O:26]. (6) Given the reactants Br[C:2]1[S:3][C:4]([S:17](=[O:24])(=[O:23])[NH:18][CH2:19][CH2:20][CH2:21][OH:22])=[CH:5][C:6]=1[C:7]1[S:11][C:10]([NH:12][C:13](=[O:15])[CH3:14])=[N:9][C:8]=1[CH3:16].C([Li])CCC, predict the reaction product. The product is: [OH:22][CH2:21][CH2:20][CH2:19][NH:18][S:17]([C:4]1[S:3][CH:2]=[C:6]([C:7]2[S:11][C:10]([NH:12][C:13](=[O:15])[CH3:14])=[N:9][C:8]=2[CH3:16])[CH:5]=1)(=[O:23])=[O:24]. (7) The product is: [C:1]([NH:5][C:6]1[N:15]([CH3:16])[C:14](=[O:17])[C:13]2[C:8](=[C:9]([C:18]3[CH:19]=[C:20]4[C:25](=[O:26])[NH:24][CH2:23][CH2:22][N:21]4[CH:38]=3)[CH:10]=[CH:11][CH:12]=2)[N:7]=1)([CH3:4])([CH3:2])[CH3:3]. Given the reactants [C:1]([NH:5][C:6]1[N:15]([CH3:16])[C:14](=[O:17])[C:13]2[C:8](=[C:9]([C:18]3[CH:19]=[C:20]4[C:25](=[O:26])[N:24](CC5C=CC(OC)=CC=5OC)[CH2:23][CH2:22][N:21]4[CH:38]=3)[CH:10]=[CH:11][CH:12]=2)[N:7]=1)([CH3:4])([CH3:3])[CH3:2], predict the reaction product. (8) Given the reactants [Cl:1][C:2]1[C:9]([N:10]=[C:11]=S)=[CH:8][C:5]([C:6]#[N:7])=[C:4]([F:13])[CH:3]=1.[Cl:14][C:15]1[C:16]([N:24]2[CH2:29][CH2:28][CH:27]([C:30]([F:33])([F:32])[F:31])[CH2:26][CH2:25]2)=[CH:17][C:18]([NH:22][CH3:23])=[C:19]([CH:21]=1)[NH2:20].CC(C)N=C=NC(C)C, predict the reaction product. The product is: [Cl:1][C:2]1[C:9]([NH:10][C:11]2[N:22]([CH3:23])[C:18]3[CH:17]=[C:16]([N:24]4[CH2:29][CH2:28][CH:27]([C:30]([F:32])([F:33])[F:31])[CH2:26][CH2:25]4)[C:15]([Cl:14])=[CH:21][C:19]=3[N:20]=2)=[CH:8][C:5]([C:6]#[N:7])=[C:4]([F:13])[CH:3]=1.